This data is from Reaction yield outcomes from USPTO patents with 853,638 reactions. The task is: Predict the reaction yield, written as a fraction of the theoretical maximum amount of product (1.0 means a 100% yield; for example, 0.34 means a 34% yield). (1) The reactants are COC([C:5]1([NH2:10])[CH2:9][CH:8]=[CH:7][S:6]1)=O.C(N(CC)CC)C.[CH3:18][S:19](Cl)(=[O:21])=[O:20].[CH3:23][O-:24].[Na+].[CH3:26][OH:27]. The catalyst is C(Cl)Cl. The product is [CH3:18][S:19]([NH:10][C:5]1[S:6][CH:7]=[CH:8][C:9]=1[C:23]([O:27][CH3:26])=[O:24])(=[O:21])=[O:20]. The yield is 0.880. (2) The reactants are [Cl:1][C:2]1[CH:7]=[CH:6][CH:5]=[CH:4][C:3]=1B(O)O.Br[C:12]1[CH:17]=[CH:16][N:15]=[CH:14][CH:13]=1.C(=O)([O-])[O-].[K+].[K+]. The catalyst is C1C=CC(P(C2C=CC=CC=2)C2C=CC=CC=2)=CC=1.C1C=CC(P(C2C=CC=CC=2)C2C=CC=CC=2)=CC=1.C1C=CC(P(C2C=CC=CC=2)C2C=CC=CC=2)=CC=1.C1C=CC(P(C2C=CC=CC=2)C2C=CC=CC=2)=CC=1.[Pd].O1CCCC1. The product is [Cl:1][C:2]1[CH:7]=[CH:6][CH:5]=[CH:4][C:3]=1[C:12]1[CH:17]=[CH:16][N:15]=[CH:14][CH:13]=1. The yield is 0.500. (3) The reactants are S(=O)(=O)(OC[C@H]1C[C@@H](N[C:11]2[C:16]([C:17]([C:19]3[S:20][C:21]([CH3:35])=[C:22]([C@H:24]4[C:33]5[C:28](=[CH:29][CH:30]=[C:31]([Cl:34])[CH:32]=5)[CH2:27][CH2:26][O:25]4)[CH:23]=3)=[O:18])=[CH:15][N:14]=[CH:13][N:12]=2)C[C@@H]1O)N.C(Cl)[Cl:40]. The catalyst is O=[Mn]=O. The product is [Cl:34][C:31]1[CH:32]=[C:33]2[C:28]([CH2:27][CH2:26][O:25][C@H:24]2[C:22]2[CH:23]=[C:19]([C:17]([C:16]3[C:11]([Cl:40])=[N:12][CH:13]=[N:14][CH:15]=3)=[O:18])[S:20][C:21]=2[CH3:35])=[CH:29][CH:30]=1. The yield is 0.860. (4) The reactants are [Br:1]C1C=C2C(C=C(C(O)=O)N2)=CC=1.[Br:14][CH2:15][C:16]1[CH:17]=[C:18]([CH:23]=[CH:24][CH:25]=1)[C:19]([O:21][CH3:22])=[O:20]. The catalyst is C1COCC1.CCOC(C)=O. The product is [Br:1][C:25]1[CH:24]=[CH:23][C:18]([C:19]([O:21][CH3:22])=[O:20])=[CH:17][C:16]=1[CH2:15][Br:14]. The yield is 0.770. (5) The reactants are [O:1]=[C:2]1[CH2:11][CH2:10][CH2:9][C:8]2[CH:7]=[C:6](C(O)=O)[CH:5]=[CH:4][C:3]1=2.S(=O)(=O)(O)O.[CH3:20]O. No catalyst specified. The product is [CH3:20][C:7]1[C:8]2[CH2:9][CH2:10][CH2:11][C:2](=[O:1])[C:3]=2[CH:4]=[CH:5][CH:6]=1. The yield is 0.870. (6) The reactants are C[N:2](C)[CH:3]=[CH:4][C:5]([C:7]1[C:12](=[O:13])[CH:11]=[CH:10][N:9]([C:14]2[CH:19]=[CH:18][CH:17]=[C:16]([C:20]([F:23])([F:22])[F:21])[CH:15]=2)[N:8]=1)=O.Cl.[Cl:26][C:27]1[CH:32]=[CH:31][CH:30]=[CH:29][C:28]=1[NH:33]N.CCN(CC)CC. The catalyst is C(O)C. The product is [Cl:26][C:27]1[CH:32]=[CH:31][CH:30]=[CH:29][C:28]=1[N:33]1[C:5]([C:7]2[C:12](=[O:13])[CH:11]=[CH:10][N:9]([C:14]3[CH:19]=[CH:18][CH:17]=[C:16]([C:20]([F:23])([F:22])[F:21])[CH:15]=3)[N:8]=2)=[CH:4][CH:3]=[N:2]1. The yield is 0.340. (7) The reactants are C(N(C(C)C)CC)(C)C.[C:10]([O:14][C:15]([N:17]1[CH2:22][CH2:21][CH:20]([NH2:23])[CH2:19][CH2:18]1)=[O:16])([CH3:13])([CH3:12])[CH3:11].Cl[C:25]([O:27][CH2:28][C:29]1[CH:34]=[CH:33][CH:32]=[CH:31][CH:30]=1)=[O:26]. The catalyst is C1COCC1.C(OCC)(=O)C. The product is [C:10]([O:14][C:15]([N:17]1[CH2:22][CH2:21][CH:20]([NH:23][C:25]([O:27][CH2:28][C:29]2[CH:34]=[CH:33][CH:32]=[CH:31][CH:30]=2)=[O:26])[CH2:19][CH2:18]1)=[O:16])([CH3:13])([CH3:11])[CH3:12]. The yield is 0.730.